This data is from Reaction yield outcomes from USPTO patents with 853,638 reactions. The task is: Predict the reaction yield, written as a fraction of the theoretical maximum amount of product (1.0 means a 100% yield; for example, 0.34 means a 34% yield). (1) The yield is 0.240. The product is [CH:1]1([C@@H:4]([C:18]2[CH:23]=[CH:22][CH:21]=[CH:20][CH:19]=2)[NH:5][C:6]([C:8]2[CH:9]=[C:10]3[C:14](=[CH:15][CH:16]=2)[NH:13][N:12]=[C:11]3[C:33]2[CH:32]=[CH:31][C:30]([N:27]3[CH2:26][CH2:25][O:24][CH2:29][CH2:28]3)=[CH:35][CH:34]=2)=[O:7])[CH2:3][CH2:2]1. The catalyst is C1(C)C=CC=CC=1.CCO. The reactants are [CH:1]1([C@@H:4]([C:18]2[CH:23]=[CH:22][CH:21]=[CH:20][CH:19]=2)[NH:5][C:6]([C:8]2[CH:9]=[C:10]3[C:14](=[CH:15][CH:16]=2)[NH:13][N:12]=[C:11]3I)=[O:7])[CH2:3][CH2:2]1.[O:24]1[CH2:29][CH2:28][N:27]([C:30]2[CH:35]=[CH:34][C:33](B3OC(C)(C)C(C)(C)O3)=[CH:32][CH:31]=2)[CH2:26][CH2:25]1.C([O-])([O-])=O.[Na+].[Na+]. (2) The reactants are [F:1][C:2]([F:7])([F:6])[C:3]([OH:5])=[O:4].C1(C2C=C(C3CCNCC3)C=CC=2NC(C2NC=C(C#N)N=2)=O)CCCCC=1.BrCC(OC(C)(C)C)=O.CCN(CC)CC.C([O:56][C:57](=[O:87])[CH2:58][N:59]1[CH2:64][CH2:63][CH:62]([C:65]2[CH:70]=[CH:69][C:68]([NH:71][C:72]([C:74]3[NH:75][CH:76]=[C:77]([C:79]#[N:80])[N:78]=3)=[O:73])=[C:67]([C:81]3[CH2:86][CH2:85][CH2:84][CH2:83][CH:82]=3)[CH:66]=2)[CH2:61][CH2:60]1)(C)(C)C. The catalyst is C(Cl)Cl. The product is [F:1][C:2]([F:7])([F:6])[C:3]([OH:5])=[O:4].[C:79]([C:77]1[N:78]=[C:74]([C:72]([NH:71][C:68]2[CH:69]=[CH:70][C:65]([CH:62]3[CH2:61][CH2:60][N:59]([CH2:58][C:57]([OH:87])=[O:56])[CH2:64][CH2:63]3)=[CH:66][C:67]=2[C:81]2[CH2:86][CH2:85][CH2:84][CH2:83][CH:82]=2)=[O:73])[NH:75][CH:76]=1)#[N:80]. The yield is 0.400. (3) The reactants are [NH2:1][C:2]([CH3:8])([CH3:7])[CH2:3][C:4]([OH:6])=[O:5].[OH-].[Na+].[C:11]([O:15][C:16](O[C:16]([O:15][C:11]([CH3:14])([CH3:13])[CH3:12])=[O:17])=[O:17])([CH3:14])([CH3:13])[CH3:12]. The product is [C:11]([O:15][C:16]([NH:1][C:2]([CH3:8])([CH3:7])[CH2:3][C:4]([OH:6])=[O:5])=[O:17])([CH3:14])([CH3:13])[CH3:12]. The yield is 0.729. The catalyst is O1CCOCC1.